This data is from Full USPTO retrosynthesis dataset with 1.9M reactions from patents (1976-2016). The task is: Predict the reactants needed to synthesize the given product. Given the product [CH2:1]([O:4][C:5]1[CH:12]=[CH:11][C:8](/[CH:9]=[CH:15]/[C:16]([C:18]2[CH:23]=[C:22]([O:24][CH3:25])[CH:21]=[CH:20][C:19]=2[O:26][CH3:28])=[O:17])=[CH:7][CH:6]=1)[CH2:2][CH3:3], predict the reactants needed to synthesize it. The reactants are: [CH2:1]([O:4][C:5]1[CH:12]=[CH:11][C:8]([CH:9]=O)=[CH:7][CH:6]=1)[CH2:2][CH3:3].CO[CH2:15][C:16]([C:18]1[CH:23]=[C:22]([O:24][CH3:25])[CH:21]=[CH:20][CH:19]=1)=[O:17].[OH-:26].[Na+].[CH3:28]O.